This data is from Reaction yield outcomes from USPTO patents with 853,638 reactions. The task is: Predict the reaction yield, written as a fraction of the theoretical maximum amount of product (1.0 means a 100% yield; for example, 0.34 means a 34% yield). (1) The reactants are C1(P(C2C=CC=CC=2)C2C=CC=CC=2)C=CC=CC=1.[OH:20][CH2:21][CH2:22][N:23]1[CH2:27][CH2:26][CH2:25][C:24]1=[O:28].CCOC(/N=N/C(OCC)=O)=O.O1CCCCC1[N:47]1[C:55]2[C:50](=[CH:51][C:52]([C:56]3[N:60]=[CH:59][N:58](C(C4C=CC=CC=4)(C4C=CC=CC=4)C4C=CC=CC=4)[N:57]=3)=[CH:53][CH:54]=2)[C:49]([C:80]2[CH:81]=[C:82](O)[CH:83]=[CH:84][CH:85]=2)=[N:48]1.Cl. The catalyst is O1CCCC1. The product is [NH:57]1[C:56]([C:52]2[CH:51]=[C:50]3[C:55](=[CH:54][CH:53]=2)[NH:47][N:48]=[C:49]3[C:80]2[CH:85]=[C:84]([CH:83]=[CH:82][CH:81]=2)[O:20][CH2:21][CH2:22][N:23]2[CH2:27][CH2:26][CH2:25][C:24]2=[O:28])=[N:60][CH:59]=[N:58]1. The yield is 0.300. (2) The reactants are [NH2:1][C:2]1[N:3]=[C:4]([CH3:16])[C:5]2[CH:11]=[CH:10][C:9](=[O:12])[N:8]([CH:13]([CH3:15])[CH3:14])[C:6]=2[N:7]=1.[Br:17]Br. The catalyst is C(Cl)Cl. The product is [NH2:1][C:2]1[N:3]=[C:4]([CH3:16])[C:5]2[CH:11]=[C:10]([Br:17])[C:9](=[O:12])[N:8]([CH:13]([CH3:14])[CH3:15])[C:6]=2[N:7]=1. The yield is 0.560. (3) No catalyst specified. The reactants are [Si]([O:8][CH:9]([C:20]([F:23])([F:22])[F:21])[CH2:10][C:11]([C:14]1[CH:19]=[CH:18][CH:17]=[CH:16][N:15]=1)([CH3:13])[CH3:12])(C(C)(C)C)(C)C.[F-].C([N+](CCCC)(CCCC)CCCC)CCC. The product is [F:23][C:20]([F:21])([F:22])[CH:9]([OH:8])[CH2:10][C:11]([CH3:12])([C:14]1[CH:19]=[CH:18][CH:17]=[CH:16][N:15]=1)[CH3:13]. The yield is 0.990. (4) The reactants are [OH:1][C:2]1[CH:3]=[C:4]([C:12]2[C:21]3[C:16](=[CH:17][CH:18]=[CH:19][CH:20]=3)[C:15](=[O:22])[N:14]([CH3:23])[CH:13]=2)[CH:5]=[C:6]([S:8]([CH3:11])(=[O:10])=[O:9])[CH:7]=1.[CH2:24](Br)[C:25]1[CH:30]=[CH:29][CH:28]=[CH:27][CH:26]=1.C([O-])([O-])=O.[Cs+].[Cs+]. The catalyst is CN(C=O)C. The product is [CH3:23][N:14]1[CH:13]=[C:12]([C:4]2[CH:3]=[C:2]([O:1][CH2:24][C:25]3[CH:30]=[CH:29][CH:28]=[CH:27][CH:26]=3)[CH:7]=[C:6]([S:8]([CH3:11])(=[O:10])=[O:9])[CH:5]=2)[C:21]2[C:16](=[CH:17][CH:18]=[CH:19][CH:20]=2)[C:15]1=[O:22]. The yield is 0.380. (5) The reactants are Br[C:2]1[C:7]2=[N:8][C:9]([C:12]([N:14]3[CH2:18][CH2:17][CH:16]([OH:19])[CH2:15]3)=[O:13])=[CH:10][N:11]=[C:6]2[CH:5]=[N:4][CH:3]=1.[F:20][C:21]1[CH:26]=[CH:25][C:24]([C:27]([F:30])([F:29])[F:28])=[CH:23][C:22]=1B(O)O.C(=O)([O-])[O-].[Cs+].[Cs+].O1CCOCC1. The catalyst is C1(P([C-]2C=CC=C2)C2C=CC=CC=2)C=CC=CC=1.[C-]1(P(C2C=CC=CC=2)C2C=CC=CC=2)C=CC=C1.[Fe+2].[Pd](Cl)Cl.O. The product is [F:20][C:21]1[CH:22]=[CH:23][C:24]([C:27]([F:28])([F:29])[F:30])=[CH:25][C:26]=1[C:2]1[C:7]2=[N:8][C:9]([C:12]([N:14]3[CH2:18][CH2:17][CH:16]([OH:19])[CH2:15]3)=[O:13])=[CH:10][N:11]=[C:6]2[CH:5]=[N:4][CH:3]=1. The yield is 0.460. (6) The reactants are [CH3:1][O:2][C:3](=[O:12])[C:4]1[CH:9]=[CH:8][C:7](Br)=[CH:6][C:5]=1[CH3:11].[C:13]([Cu])#[N:14]. No catalyst specified. The product is [CH3:1][O:2][C:3](=[O:12])[C:4]1[CH:9]=[CH:8][C:7]([C:13]#[N:14])=[CH:6][C:5]=1[CH3:11]. The yield is 0.630. (7) The reactants are [CH2:1]([O:3][C:4]([C:6]1[C:18]([CH2:19][CH2:20][CH2:21][CH:22]([CH3:24])[CH3:23])=[N:17][C:9]2[C@H:10]3[N:14]([C:15](=[O:16])[C:8]=2[C:7]=1[C:25]1[CH:33]=[CH:32][C:28]([C:29](O)=[O:30])=[CH:27][CH:26]=1)[CH2:13][CH2:12][CH2:11]3)=[O:5])[CH3:2].CCN=C=NCCCN(C)C.C1C=CC2N(O)N=NC=2C=1.[NH2:55][C@H:56]1[C:64]2[C:59](=[CH:60][CH:61]=[CH:62][CH:63]=2)[CH2:58][CH2:57]1. The catalyst is ClCCl. The product is [C@H:56]1([NH:55][C:29]([C:28]2[CH:27]=[CH:26][C:25]([C:7]3[C:8]4[C:15](=[O:16])[N:14]5[C@H:10]([C:9]=4[N:17]=[C:18]([CH2:19][CH2:20][CH2:21][CH:22]([CH3:24])[CH3:23])[C:6]=3[C:4]([O:3][CH2:1][CH3:2])=[O:5])[CH2:11][CH2:12][CH2:13]5)=[CH:33][CH:32]=2)=[O:30])[C:64]2[C:59](=[CH:60][CH:61]=[CH:62][CH:63]=2)[CH2:58][CH2:57]1. The yield is 0.200.